From a dataset of Reaction yield outcomes from USPTO patents with 853,638 reactions. Predict the reaction yield, written as a fraction of the theoretical maximum amount of product (1.0 means a 100% yield; for example, 0.34 means a 34% yield). The reactants are [NH2:1][C:2]1[C:3]([F:31])=[C:4]([C:8]2[N:9]=[C:10]([C:20]([NH:23][C:24](=[O:30])[O:25][C:26]([CH3:29])([CH3:28])[CH3:27])([CH3:22])[CH3:21])[S:11][C:12]=2[C:13]2[CH:18]=[CH:17][N:16]=[C:15]([Cl:19])[N:14]=2)[CH:5]=[CH:6][CH:7]=1.[F:32][C:33]1[CH:38]=[CH:37][CH:36]=[C:35]([F:39])[C:34]=1[S:40](Cl)(=[O:42])=[O:41]. The catalyst is N1C=CC=CC=1. The product is [Cl:19][C:15]1[N:14]=[C:13]([C:12]2[S:11][C:10]([C:20]([NH:23][C:24](=[O:30])[O:25][C:26]([CH3:29])([CH3:28])[CH3:27])([CH3:22])[CH3:21])=[N:9][C:8]=2[C:4]2[CH:5]=[CH:6][CH:7]=[C:2]([NH:1][S:40]([C:34]3[C:35]([F:39])=[CH:36][CH:37]=[CH:38][C:33]=3[F:32])(=[O:42])=[O:41])[C:3]=2[F:31])[CH:18]=[CH:17][N:16]=1. The yield is 0.590.